This data is from Full USPTO retrosynthesis dataset with 1.9M reactions from patents (1976-2016). The task is: Predict the reactants needed to synthesize the given product. Given the product [O:12]=[C:9]1[CH:10]=[CH:11][C:2](=[O:1])[C:3]([C:4]([O:6][CH3:7])=[O:5])=[CH:8]1, predict the reactants needed to synthesize it. The reactants are: [OH:1][C:2]1[CH:11]=[CH:10][C:9]([OH:12])=[CH:8][C:3]=1[C:4]([O:6][CH3:7])=[O:5].S([O-])([O-])(=O)=O.[Mg+2].